Dataset: Reaction yield outcomes from USPTO patents with 853,638 reactions. Task: Predict the reaction yield, written as a fraction of the theoretical maximum amount of product (1.0 means a 100% yield; for example, 0.34 means a 34% yield). (1) The reactants are C([N-]C(C)C)(C)C.[Li+].[C:9]1([C:18]2[C:13](=[CH:14][CH:15]=[CH:16][CH:17]=2)[CH2:12][O:11]1)=[O:10].[CH:19](=[O:21])[CH3:20]. The catalyst is O1CCCC1. The product is [OH:21][CH:19]([CH:12]1[C:13]2[CH:14]=[CH:15][CH:16]=[CH:17][C:18]=2[C:9](=[O:10])[O:11]1)[CH3:20]. The yield is 0.490. (2) The reactants are [CH2:1]([C@:4]1([CH2:18][O:19][CH2:20][C:21]2[CH:26]=[CH:25][CH:24]=[CH:23][CH:22]=2)[CH2:8][N:7]([C@@H:9]([C:11]2[CH:16]=[CH:15][CH:14]=[CH:13][CH:12]=2)[CH3:10])[C:6](=[O:17])[CH2:5]1)[CH:2]=C.[O:27]=[O+][O-].[BH4-].[Na+].[Cl-].[NH4+]. The catalyst is ClCCl.O.C(OCC)(=O)C.CO. The product is [CH2:20]([O:19][CH2:18][C@@:4]1([CH2:1][CH2:2][OH:27])[CH2:8][N:7]([C@@H:9]([C:11]2[CH:12]=[CH:13][CH:14]=[CH:15][CH:16]=2)[CH3:10])[C:6](=[O:17])[CH2:5]1)[C:21]1[CH:22]=[CH:23][CH:24]=[CH:25][CH:26]=1. The yield is 0.790. (3) The reactants are [C:1]1([C:7]2[N:12]=[C:11]([N:13]3[CH2:18][CH2:17][N:16](C(OC(C)(C)C)=O)[CH2:15][CH2:14]3)[CH:10]=[N:9][CH:8]=2)[CH:6]=[CH:5][CH:4]=[CH:3][CH:2]=1.C(OCC)(=O)C.[ClH:32]. No catalyst specified. The product is [ClH:32].[ClH:32].[C:1]1([C:7]2[CH:8]=[N:9][CH:10]=[C:11]([N:13]3[CH2:18][CH2:17][NH:16][CH2:15][CH2:14]3)[N:12]=2)[CH:2]=[CH:3][CH:4]=[CH:5][CH:6]=1. The yield is 0.930. (4) The reactants are [F:1][C:2]1[CH:7]=[CH:6][C:5]([NH:8][C:9]([C:11]2([C:14]([NH:16][C:17]3[CH:22]=[CH:21][C:20]([O:23][C:24]4[C:33]5[C:28](=[CH:29][C:30]([OH:36])=[C:31]([O:34][CH3:35])[CH:32]=5)[N:27]=[CH:26][N:25]=4)=[C:19]([F:37])[CH:18]=3)=[O:15])[CH2:13][CH2:12]2)=[O:10])=[CH:4][CH:3]=1.O[CH2:39][CH2:40][CH2:41][N:42]1[CH2:47][CH2:46][O:45][CH2:44][CH2:43]1.C1(P(C2C=CC=CC=2)C2C=CC=CC=2)C=CC=CC=1.N(C(OC(C)C)=O)=NC(OC(C)C)=O. The catalyst is ClCCl. The product is [F:37][C:19]1[CH:18]=[C:17]([NH:16][C:14]([C:11]2([C:9]([NH:8][C:5]3[CH:4]=[CH:3][C:2]([F:1])=[CH:7][CH:6]=3)=[O:10])[CH2:13][CH2:12]2)=[O:15])[CH:22]=[CH:21][C:20]=1[O:23][C:24]1[C:33]2[C:28](=[CH:29][C:30]([O:36][CH2:39][CH2:40][CH2:41][N:42]3[CH2:47][CH2:46][O:45][CH2:44][CH2:43]3)=[C:31]([O:34][CH3:35])[CH:32]=2)[N:27]=[CH:26][N:25]=1. The yield is 0.470. (5) The reactants are [CH3:1][O:2][C:3]1[CH:4]=[C:5]2[C:10](=[CH:11][C:12]=1[O:13][CH3:14])[N:9]=[CH:8][CH:7]=[C:6]2[O:15][C:16]1[C:22]([CH3:23])=[CH:21][C:19]([NH2:20])=[C:18]([CH3:24])[CH:17]=1.C1(C)C=CC=CC=1.C(N(CC)CC)C.Cl[C:40](Cl)([O:42][C:43](=[O:49])OC(Cl)(Cl)Cl)Cl.[CH3:51][C:52]1[CH:57]=[CH:56][C:55]([S:58][CH2:59][CH2:60]CO)=[CH:54][CH:53]=1. The catalyst is C(Cl)Cl. The product is [CH3:1][O:2][C:3]1[CH:4]=[C:5]2[C:10](=[CH:11][C:12]=1[O:13][CH3:14])[N:9]=[CH:8][CH:7]=[C:6]2[O:15][C:16]1[C:22]([CH3:23])=[CH:21][C:19]([NH:20][C:43](=[O:49])[O:42][CH2:40][CH2:60][CH2:59][S:58][C:55]2[CH:56]=[CH:57][C:52]([CH3:51])=[CH:53][CH:54]=2)=[C:18]([CH3:24])[CH:17]=1. The yield is 0.560.